This data is from Full USPTO retrosynthesis dataset with 1.9M reactions from patents (1976-2016). The task is: Predict the reactants needed to synthesize the given product. (1) Given the product [CH3:22][O:21][C:14]1[CH:13]=[C:12]([CH:17]=[CH:16][C:15]=1[N+:18]([O-:20])=[O:19])[O:11][CH2:10][CH2:9][OH:8], predict the reactants needed to synthesize it. The reactants are: C([Si]([O:8][CH2:9][CH2:10][O:11][C:12]1[CH:17]=[CH:16][C:15]([N+:18]([O-:20])=[O:19])=[C:14]([O:21][CH3:22])[CH:13]=1)(C)C)(C)(C)C.Cl. (2) Given the product [CH2:15]([CH:10]([CH2:11][C:12]([CH3:13])=[CH:17][C:16]1[CH:24]=[CH:23][CH:21]=[CH:20][CH:18]=1)[CH:6]=[O:5])[CH3:14], predict the reactants needed to synthesize it. The reactants are: C([O:5][CH:6]([C:10]1[CH:15]=[CH:14][CH:13]=[CH:12][CH:11]=1)C(C)=C)C=CC.[C:16]1([C:18](=[CH:20][C:21](=[CH:23][CH:24]=1)C)C)[CH3:17]. (3) Given the product [I-:23].[CH3:22][N+:3]1[CH:4]=[CH:5][N:1]([C:6]([N:8]2[CH2:17][CH2:16][C:15]3[N:14]=[CH:13][C:12]([C:18]([F:20])([F:21])[F:19])=[CH:11][C:10]=3[CH2:9]2)=[O:7])[CH:2]=1, predict the reactants needed to synthesize it. The reactants are: [N:1]1([C:6]([N:8]2[CH2:17][CH2:16][C:15]3[N:14]=[CH:13][C:12]([C:18]([F:21])([F:20])[F:19])=[CH:11][C:10]=3[CH2:9]2)=[O:7])[CH:5]=[CH:4][N:3]=[CH:2]1.[CH3:22][I:23]. (4) Given the product [N+:11]([C:14]1[CH:15]=[C:16]([CH:20]([CH3:26])[C:21]([O:23][CH3:24])=[O:22])[CH:17]=[CH:18][CH:19]=1)([O-:13])=[O:12], predict the reactants needed to synthesize it. The reactants are: C[Si](C)(C)[N-][Si](C)(C)C.[Li+].[N+:11]([C:14]1[CH:15]=[C:16]([CH2:20][C:21]([O:23][CH3:24])=[O:22])[CH:17]=[CH:18][CH:19]=1)([O-:13])=[O:12].I[CH3:26].[Cl-].[NH4+]. (5) Given the product [Cl:1][C:2]1[N:3]=[C:4]([Cl:11])[C:5]2[C:10]([I:12])=[CH:9][NH:8][C:6]=2[N:7]=1, predict the reactants needed to synthesize it. The reactants are: [Cl:1][C:2]1[N:3]=[C:4]([Cl:11])[C:5]2[CH:10]=[CH:9][NH:8][C:6]=2[N:7]=1.[I:12]N1C(=O)CCC1=O. (6) Given the product [F:1][C:2]1[CH:3]=[CH:4][C:5]([C@:8]2([CH2:30][CH2:31][CH2:32][OH:33])[O:13][C:12](=[O:14])[N:11]([C@H:15]([C:17]3[CH:22]=[CH:21][C:20]([C:23]4[CH:28]=[CH:27][N:26]([CH3:34])[C:25](=[O:29])[N:24]=4)=[CH:19][CH:18]=3)[CH3:16])[CH2:10][CH2:9]2)=[CH:6][CH:7]=1, predict the reactants needed to synthesize it. The reactants are: [F:1][C:2]1[CH:7]=[CH:6][C:5]([C@:8]2([CH2:30][CH2:31][CH2:32][OH:33])[O:13][C:12](=[O:14])[N:11]([C@H:15]([C:17]3[CH:22]=[CH:21][C:20]([C:23]4[CH:28]=[CH:27][N:26]=[C:25]([OH:29])[N:24]=4)=[CH:19][CH:18]=3)[CH3:16])[CH2:10][CH2:9]2)=[CH:4][CH:3]=1.[CH3:34]C([Si](Cl)(C)C)(C)C.[H-].[Na+].CI.[N+](CC)(CC)(CC)CC.[F-]. (7) Given the product [F:35][C:36]1[CH:44]=[CH:43][C:39]([C:40]([N:1]2[C:9]3[C:4](=[C:5]([C:10]4[C:22]5[C:21]6[C:16](=[CH:17][C:18]([C:23]([N:25]7[CH2:26][CH2:27][N:28]([CH3:31])[CH2:29][CH2:30]7)=[O:24])=[CH:19][CH:20]=6)[NH:15][C:14]=5[C:13]([C:32]([NH2:34])=[O:33])=[CH:12][CH:11]=4)[CH:6]=[CH:7][CH:8]=3)[CH:3]=[CH:2]2)=[O:41])=[CH:38][CH:37]=1, predict the reactants needed to synthesize it. The reactants are: [NH:1]1[C:9]2[C:4](=[C:5]([C:10]3[C:22]4[C:21]5[C:16](=[CH:17][C:18]([C:23]([N:25]6[CH2:30][CH2:29][N:28]([CH3:31])[CH2:27][CH2:26]6)=[O:24])=[CH:19][CH:20]=5)[NH:15][C:14]=4[C:13]([C:32]([NH2:34])=[O:33])=[CH:12][CH:11]=3)[CH:6]=[CH:7][CH:8]=2)[CH:3]=[CH:2]1.[F:35][C:36]1[CH:44]=[CH:43][C:39]([C:40](Cl)=[O:41])=[CH:38][CH:37]=1. (8) Given the product [CH2:2]([C:3]1[CH:4]=[C:5]([CH2:6][CH3:7])[N:10]([C:12]2[CH:17]=[CH:16][C:15]([I:18])=[CH:14][C:13]=2[CH3:19])[N:11]=1)[CH3:1], predict the reactants needed to synthesize it. The reactants are: [CH3:1][CH2:2][C:3](=O)[CH2:4][C:5](=O)[CH2:6][CH3:7].[NH:10]([C:12]1[CH:17]=[CH:16][C:15]([I:18])=[CH:14][C:13]=1[CH3:19])[NH2:11].C(N(CC)CC)C.